Dataset: NCI-60 drug combinations with 297,098 pairs across 59 cell lines. Task: Regression. Given two drug SMILES strings and cell line genomic features, predict the synergy score measuring deviation from expected non-interaction effect. (1) Drug 1: CC1=CC=C(C=C1)C2=CC(=NN2C3=CC=C(C=C3)S(=O)(=O)N)C(F)(F)F. Drug 2: CCC1(CC2CC(C3=C(CCN(C2)C1)C4=CC=CC=C4N3)(C5=C(C=C6C(=C5)C78CCN9C7C(C=CC9)(C(C(C8N6C=O)(C(=O)OC)O)OC(=O)C)CC)OC)C(=O)OC)O.OS(=O)(=O)O. Cell line: SN12C. Synergy scores: CSS=5.55, Synergy_ZIP=-5.24, Synergy_Bliss=-4.46, Synergy_Loewe=-1.77, Synergy_HSA=-1.49. (2) Drug 1: CC1=C(C(CCC1)(C)C)C=CC(=CC=CC(=CC(=O)O)C)C. Drug 2: CCC1(CC2CC(C3=C(CCN(C2)C1)C4=CC=CC=C4N3)(C5=C(C=C6C(=C5)C78CCN9C7C(C=CC9)(C(C(C8N6C)(C(=O)OC)O)OC(=O)C)CC)OC)C(=O)OC)O.OS(=O)(=O)O. Cell line: MALME-3M. Synergy scores: CSS=11.2, Synergy_ZIP=2.14, Synergy_Bliss=2.81, Synergy_Loewe=4.74, Synergy_HSA=6.16. (3) Drug 1: C1=CC=C(C=C1)NC(=O)CCCCCCC(=O)NO. Drug 2: CC1CCC2CC(C(=CC=CC=CC(CC(C(=O)C(C(C(=CC(C(=O)CC(OC(=O)C3CCCCN3C(=O)C(=O)C1(O2)O)C(C)CC4CCC(C(C4)OC)OCCO)C)C)O)OC)C)C)C)OC. Cell line: NCI-H460. Synergy scores: CSS=20.9, Synergy_ZIP=-6.99, Synergy_Bliss=-0.397, Synergy_Loewe=1.58, Synergy_HSA=2.38. (4) Drug 1: CC1C(C(CC(O1)OC2CC(OC(C2O)C)OC3=CC4=CC5=C(C(=O)C(C(C5)C(C(=O)C(C(C)O)O)OC)OC6CC(C(C(O6)C)O)OC7CC(C(C(O7)C)O)OC8CC(C(C(O8)C)O)(C)O)C(=C4C(=C3C)O)O)O)O. Drug 2: CC12CCC3C(C1CCC2O)C(CC4=C3C=CC(=C4)O)CCCCCCCCCS(=O)CCCC(C(F)(F)F)(F)F. Cell line: 786-0. Synergy scores: CSS=10.8, Synergy_ZIP=2.44, Synergy_Bliss=-5.40, Synergy_Loewe=-32.8, Synergy_HSA=-3.49. (5) Drug 1: CC1=CC=C(C=C1)C2=CC(=NN2C3=CC=C(C=C3)S(=O)(=O)N)C(F)(F)F. Drug 2: C(CCl)NC(=O)N(CCCl)N=O. Cell line: HCT-15. Synergy scores: CSS=8.73, Synergy_ZIP=-3.27, Synergy_Bliss=-6.94, Synergy_Loewe=-0.226, Synergy_HSA=-5.86. (6) Drug 1: CS(=O)(=O)CCNCC1=CC=C(O1)C2=CC3=C(C=C2)N=CN=C3NC4=CC(=C(C=C4)OCC5=CC(=CC=C5)F)Cl. Drug 2: CC1C(C(CC(O1)OC2CC(CC3=C2C(=C4C(=C3O)C(=O)C5=CC=CC=C5C4=O)O)(C(=O)C)O)N)O. Cell line: RPMI-8226. Synergy scores: CSS=36.0, Synergy_ZIP=0.720, Synergy_Bliss=0.654, Synergy_Loewe=-38.3, Synergy_HSA=1.49. (7) Drug 1: CC1=C(C=C(C=C1)C(=O)NC2=CC(=CC(=C2)C(F)(F)F)N3C=C(N=C3)C)NC4=NC=CC(=N4)C5=CN=CC=C5. Drug 2: C1CC(=O)NC(=O)C1N2C(=O)C3=CC=CC=C3C2=O. Cell line: 786-0. Synergy scores: CSS=1.67, Synergy_ZIP=-0.454, Synergy_Bliss=0.334, Synergy_Loewe=-2.70, Synergy_HSA=-0.390.